Dataset: Peptide-MHC class I binding affinity with 185,985 pairs from IEDB/IMGT. Task: Regression. Given a peptide amino acid sequence and an MHC pseudo amino acid sequence, predict their binding affinity value. This is MHC class I binding data. (1) The peptide sequence is GLLPLLLLLG. The MHC is HLA-A02:02 with pseudo-sequence HLA-A02:02. The binding affinity (normalized) is 0.596. (2) The peptide sequence is WPWYVWLGFI. The MHC is HLA-B53:01 with pseudo-sequence HLA-B53:01. The binding affinity (normalized) is 0.221. (3) The peptide sequence is IRQLIRLL. The MHC is HLA-B27:05 with pseudo-sequence HLA-B27:05. The binding affinity (normalized) is 0.495.